Predict the product of the given reaction. From a dataset of Forward reaction prediction with 1.9M reactions from USPTO patents (1976-2016). (1) Given the reactants [CH:1]1[C:13]2[CH:12]([CH2:14][O:15][C:16]([N:18]3[CH2:23][C@@H:22]([C:24](=[O:47])[NH:25][CH2:26][C:27]4([CH2:41][CH2:42][CH2:43][CH2:44][O:45][CH3:46])[C:40]5[CH:39]=[CH:38][CH:37]=[CH:36][C:35]=5[O:34][C:33]5[C:28]4=[CH:29][CH:30]=[CH:31][CH:32]=5)[CH2:21][C@@H:20]([NH:48][S:49]([C:52]4[CH:57]=[CH:56][C:55]([OH:58])=[C:54]([O:59][CH3:60])[CH:53]=4)(=[O:51])=[O:50])[CH2:19]3)=[O:17])[C:11]3[C:6](=[CH:7][CH:8]=[CH:9][CH:10]=3)[C:5]=2[CH:4]=[CH:3][CH:2]=1.Br[CH2:62][CH2:63][CH2:64][OH:65].C([O-])([O-])=O.[K+].[K+], predict the reaction product. The product is: [CH:1]1[C:13]2[CH:12]([CH2:14][O:15][C:16]([N:18]3[CH2:23][C@@H:22]([C:24](=[O:47])[NH:25][CH2:26][C:27]4([CH2:41][CH2:42][CH2:43][CH2:44][O:45][CH3:46])[C:28]5[CH:29]=[CH:30][CH:31]=[CH:32][C:33]=5[O:34][C:35]5[C:40]4=[CH:39][CH:38]=[CH:37][CH:36]=5)[CH2:21][C@@H:20]([NH:48][S:49]([C:52]4[CH:57]=[CH:56][C:55]([O:58][CH2:62][CH2:63][CH2:64][OH:65])=[C:54]([O:59][CH3:60])[CH:53]=4)(=[O:51])=[O:50])[CH2:19]3)=[O:17])[C:11]3[C:6](=[CH:7][CH:8]=[CH:9][CH:10]=3)[C:5]=2[CH:4]=[CH:3][CH:2]=1. (2) Given the reactants C([Mg]Cl)(C)C.[Cl-].[Li+].Br[C:9]1[CH:10]=[CH:11][C:12]([O:15][CH3:16])=[N:13][CH:14]=1.[C:17]([O:21][C:22](=[O:32])[NH:23][C@@H:24]([CH3:31])[C:25](NCOC)=[O:26])([CH3:20])([CH3:19])[CH3:18].[Li+].[Cl-].BrC1C=CC(OC)=NC=1.C([Mg]Br)(C)C.Cl, predict the reaction product. The product is: [C:17]([O:21][C:22](=[O:32])[NH:23][C@@H:24]([CH3:31])[C:25]([C:9]1[CH:14]=[N:13][C:12]([O:15][CH3:16])=[CH:11][CH:10]=1)=[O:26])([CH3:20])([CH3:18])[CH3:19]. (3) Given the reactants [Cl:1][C:2]1[CH2:3][C:4]([NH:11][C@H:12]([C@@H:16]([OH:18])[CH3:17])[C:13]([OH:15])=O)(C)[CH:5]=[CH:6][C:7]=1[C:8]#[N:9].[F:19][C:20]1[CH:21]=[C:22]([CH:27]=[CH:28][CH:29]=1)[C:23]([NH:25][NH2:26])=[O:24].O[C:31]1C2N=NNC=2C=CC=1.Cl.CN(C)CCCN=C=NCC, predict the reaction product. The product is: [Cl:1][C:2]1[C:3]([CH3:31])=[C:4]([NH:11][C@H:12]([C@@H:16]([OH:18])[CH3:17])[C:13]([NH:26][NH:25][C:23](=[O:24])[C:22]2[CH:27]=[CH:28][CH:29]=[C:20]([F:19])[CH:21]=2)=[O:15])[CH:5]=[CH:6][C:7]=1[C:8]#[N:9]. (4) Given the reactants [CH2:1]([C:5]1[O:6][C:7]2[CH:13]=[CH:12][C:11]([NH:14][S:15]([CH3:18])(=[O:17])=[O:16])=[CH:10][C:8]=2[CH:9]=1)[CH2:2][CH2:3][CH3:4].[OH-].[K+].[Cl-].[Mg+2:22].[Cl-], predict the reaction product. The product is: [Mg:22].[CH2:1]([C:5]1[O:6][C:7]2[CH:13]=[CH:12][C:11]([NH:14][S:15]([CH3:18])(=[O:16])=[O:17])=[CH:10][C:8]=2[CH:9]=1)[CH2:2][CH2:3][CH3:4].